From a dataset of Drug-target binding data from BindingDB using IC50 measurements. Regression. Given a target protein amino acid sequence and a drug SMILES string, predict the binding affinity score between them. We predict pIC50 (pIC50 = -log10(IC50 in M); higher means more potent). Dataset: bindingdb_ic50. (1) The compound is C[C@@H](N)[C@H]1CC[C@H](C(=O)Nc2ccncc2)CC1. The pIC50 is 4.5. The target protein sequence is MGNAAAAKKGSEQESVKEFLAKAKEDFLKKWENPAQNTAHLDQFERIKTLGTGSFGRVMLVKHMETGNHYAMKILDKQKVVKLKQIEHTLNEKRILQAVNFPFLVKLEFSFKDNSNLYMVMEYMPGGEMFSHLRRIGRFSEPHARFYAAQIVLTFEYLHSLDLIYRDLKPENLLIDQQGYIQVADFGFAKRVKGRTWTLCGTPEYLAPEIILSKGYNKAVDWWALGVLIYEMAAGYPPFFADQPIQIYEKIVSGKVRFPSHFSSDLKDLLRNLLQVDLTKRFGNLKNGVNDIKNHKWFATTDWIAIYQRKVEAPFIPKFKGPGDTSNFDDYEEEEIRVSINEKCGKEFSEF. (2) The small molecule is Cc1c[nH]c2ncnc(N3CCN(C(=Nc4cccc(S(=O)(=O)NC(C)C)c4)NC#N)[C@@H](C)C3)c12. The target protein (P53671) has sequence MSALAGEDVWRCPGCGDHIAPSQIWYRTVNETWHGSCFRCSECQDSLTNWYYEKDGKLYCPKDYWGKFGEFCHGCSLLMTGPFMVAGEFKYHPECFACMSCKVIIEDGDAYALVQHATLYCGKCHNEVVLAPMFERLSTESVQEQLPYSVTLISMPATTEGRRGFSVSVESACSNYATTVQVKEVNRMHISPNNRNAIHPGDRILEINGTPVRTLRVEEVEDAISQTSQTLQLLIEHDPVSQRLDQLRLEARLAPHMQNAGHPHALSTLDTKENLEGTLRRRSLRRSNSISKSPGPSSPKEPLLFSRDISRSESLRCSSSYSQQIFRPCDLIHGEVLGKGFFGQAIKVTHKATGKVMVMKELIRCDEETQKTFLTEVKVMRSLDHPNVLKFIGVLYKDKKLNLLTEYIEGGTLKDFLRSMDPFPWQQKVRFAKGIASGMAYLHSMCIIHRDLNSHNCLIKLDKTVVVADFGLSRLIVEERKRAPMEKATTKKRTLRKNDR.... The pIC50 is 8.7. (3) The compound is CCc1c(C(=O)C(N)=O)c2c(OCC(=O)O)cc(C)cc2n1Cc1ccccc1. The target protein (Q9Z0Y2) has sequence MKLLLLAALLTAGAAAHSISPRAVWQFRNMIKCTIPGSDPLKDYNNYGCYCGLGGWGTPVDDLDRCCQTHDHCYSQAKKLESCKFLIDNPYTNTYSYSCSGSEITCSAKNNKCEDFICNCDREAAICFSKVPYNKEYKNLDTGKFC. The pIC50 is 6.7.